Dataset: Forward reaction prediction with 1.9M reactions from USPTO patents (1976-2016). Task: Predict the product of the given reaction. (1) Given the reactants Br[C:2]1[CH:11]=[C:10]2[C:5]([CH:6]=[C:7]([Cl:12])[CH:8]=[N:9]2)=[CH:4][CH:3]=1.[C:13]([Cu])#[N:14].CN(C=O)C, predict the reaction product. The product is: [Cl:12][C:7]1[CH:8]=[N:9][C:10]2[C:5]([CH:6]=1)=[CH:4][CH:3]=[C:2]([C:13]#[N:14])[CH:11]=2. (2) Given the reactants [C:1]([NH:4][C:5]1[CH:10]=[C:9]([C:11]2[O:12][C:13]([C:19]3[CH:24]=[CH:23][CH:22]=[CH:21][C:20]=3[Cl:25])=[C:14]([C:16](O)=[O:17])[N:15]=2)[C:8]([CH3:26])=[CH:7][N:6]=1)(=[O:3])[CH3:2].C1N=CN(C(N2C=NC=C2)=O)C=1.Cl.[CH3:40][O:41][NH:42][CH3:43], predict the reaction product. The product is: [C:1]([NH:4][C:5]1[CH:10]=[C:9]([C:11]2[O:12][C:13]([C:19]3[CH:24]=[CH:23][CH:22]=[CH:21][C:20]=3[Cl:25])=[C:14]([C:16]([N:42]([O:41][CH3:40])[CH3:43])=[O:17])[N:15]=2)[C:8]([CH3:26])=[CH:7][N:6]=1)(=[O:3])[CH3:2].